The task is: Predict the product of the given reaction.. This data is from Forward reaction prediction with 1.9M reactions from USPTO patents (1976-2016). (1) The product is: [Cl:27][C:26]1[C:17]([Cl:16])=[CH:18][C:19]2[N:23]([C:9]([O:11][C:12]([CH3:13])([CH3:14])[CH3:15])=[O:10])[C:22](=[O:24])[N:21]([C:9]([O:11][C:12]([CH3:15])([CH3:14])[CH3:13])=[O:10])[C:20]=2[CH:25]=1. Given the reactants [CH3:13][C:12]([O:11][C:9](O[C:9]([O:11][C:12]([CH3:15])([CH3:14])[CH3:13])=[O:10])=[O:10])([CH3:15])[CH3:14].[Cl:16][C:17]1[C:26]([Cl:27])=[CH:25][C:20]2[NH:21][C:22](=[O:24])[NH:23][C:19]=2[CH:18]=1, predict the reaction product. (2) The product is: [N:1]1[CH:6]=[CH:5][CH:4]=[CH:3][C:2]=1[N:7]([CH2:30][CH2:31][C:32]([O:34][CH2:35][CH3:36])=[O:33])[C:8]([C:9]1[CH:14]=[CH:13][C:12]2[N:15]([CH3:16])[C:18]([CH2:19][NH:20][C:21]([O:23][C:24]([CH3:26])([CH3:27])[CH3:25])=[O:22])=[N:17][C:11]=2[CH:10]=1)=[O:29]. Given the reactants [N:1]1[CH:6]=[CH:5][CH:4]=[CH:3][C:2]=1[N:7]([CH2:30][CH2:31][C:32]([O:34][CH2:35][CH3:36])=[O:33])[C:8](=[O:29])[C:9]1[CH:14]=[CH:13][C:12]([NH:15][CH3:16])=[C:11]([NH:17][C:18](=O)[CH2:19][NH:20][C:21]([O:23][C:24]([CH3:27])([CH3:26])[CH3:25])=[O:22])[CH:10]=1, predict the reaction product.